The task is: Predict which catalyst facilitates the given reaction.. This data is from Catalyst prediction with 721,799 reactions and 888 catalyst types from USPTO. (1) Reactant: Br[C:2]1[CH:3]=[C:4]2[C:9](=[CH:10][CH:11]=1)[C:8](=[O:12])[N:7]([CH2:13][C:14]1[CH:19]=[CH:18][N:17]=[CH:16][CH:15]=1)[CH:6]=[C:5]2[C:20]([O:22][CH3:23])=[O:21].[CH:24]1([NH:27][C:28](=[O:45])[C:29]2[CH:34]=[CH:33][C:32]([CH3:35])=[C:31](B3OC(C)(C)C(C)(C)O3)[CH:30]=2)[CH2:26][CH2:25]1.C(=O)([O-])[O-].[K+].[K+]. Product: [CH:24]1([NH:27][C:28]([C:29]2[CH:34]=[CH:33][C:32]([CH3:35])=[C:31]([C:2]3[CH:3]=[C:4]4[C:9](=[CH:10][CH:11]=3)[C:8](=[O:12])[N:7]([CH2:13][C:14]3[CH:15]=[CH:16][N:17]=[CH:18][CH:19]=3)[CH:6]=[C:5]4[C:20]([O:22][CH3:23])=[O:21])[CH:30]=2)=[O:45])[CH2:25][CH2:26]1. The catalyst class is: 427. (2) Reactant: CO[C:3]([C:5]1[CH:14]=[CH:13][C:12]2[CH2:11][CH2:10][CH:9]([NH2:15])[CH2:8][C:7]=2[CH:6]=1)=[O:4].[CH3:16][O:17][C:18]1[CH:19]=[C:20]([S:26](Cl)(=[O:28])=[O:27])[CH:21]=[CH:22][C:23]=1[O:24][CH3:25].[OH:30][NH2:31].[OH-].[K+]. Product: [OH:30][NH:31][C:3]([C:5]1[CH:14]=[CH:13][C:12]2[CH2:11][CH2:10][CH:9]([NH:15][S:26]([C:20]3[CH:21]=[CH:22][C:23]([O:24][CH3:25])=[C:18]([O:17][CH3:16])[CH:19]=3)(=[O:28])=[O:27])[CH2:8][C:7]=2[CH:6]=1)=[O:4]. The catalyst class is: 4. (3) Reactant: F[C:2]1[CH:3]=[C:4]([N+:9]([O-:11])=[O:10])[CH:5]=[C:6](F)[CH:7]=1.CS(C)=O.[NH:16]1[CH2:21][CH2:20][O:19][CH2:18][CH2:17]1. Product: [N:16]1([C:2]2[CH:7]=[C:6]([N:16]3[CH2:21][CH2:20][O:19][CH2:18][CH2:17]3)[CH:5]=[C:4]([N+:9]([O-:11])=[O:10])[CH:3]=2)[CH2:21][CH2:20][O:19][CH2:18][CH2:17]1. The catalyst class is: 2. (4) Reactant: [F:1][CH2:2][CH2:3][O:4][C:5]1[CH:12]=[CH:11][C:8]([CH:9]=O)=[C:7]([OH:13])[C:6]=1[CH2:14][CH2:15][CH3:16].[C:17](OCC)(=[O:24])[CH2:18][C:19]([O:21][CH2:22][CH3:23])=[O:20].N1CCCCC1. Product: [CH2:22]([O:21][C:19]([C:18]1[C:17](=[O:24])[O:13][C:7]2[C:8]([CH:9]=1)=[CH:11][CH:12]=[C:5]([O:4][CH2:3][CH2:2][F:1])[C:6]=2[CH2:14][CH2:15][CH3:16])=[O:20])[CH3:23]. The catalyst class is: 8. (5) Reactant: [NH2:1][C:2]1[CH:3]=[C:4]([CH:7]=[C:8]([N:11]2[CH2:16][CH2:15][NH:14][CH2:13][CH2:12]2)[C:9]=1[Cl:10])[C:5]#[N:6].[O:17](C(OC(C)(C)C)=O)[C:18]([O:20][C:21]([CH3:24])([CH3:23])[CH3:22])=O.C(N(CC)CC)C. Product: [NH2:1][C:2]1[C:9]([Cl:10])=[C:8]([N:11]2[CH2:16][CH2:15][N:14]([C:18]([O:20][C:21]([CH3:24])([CH3:23])[CH3:22])=[O:17])[CH2:13][CH2:12]2)[CH:7]=[C:4]([C:5]#[N:6])[CH:3]=1. The catalyst class is: 4.